From a dataset of Forward reaction prediction with 1.9M reactions from USPTO patents (1976-2016). Predict the product of the given reaction. (1) Given the reactants [F:1][C:2]([F:9])([F:8])[C:3]([F:7])=[C:4]([F:6])[F:5].[CH2:10]=[CH:11][C:12]([NH:14][CH2:15][CH2:16][OH:17])=[O:13].C([O-])([O-])=O.[K+].[K+], predict the reaction product. The product is: [CH2:10]=[CH:11][C:12]([NH:14][CH2:15][CH2:16][O:17][C:4]([CH:3]([C:2]([F:9])([F:8])[F:1])[F:7])([F:6])[F:5])=[O:13]. (2) Given the reactants [F:1][C:2]1[CH:7]=[CH:6][C:5]([N:8]2[CH2:13][CH2:12][N:11]([CH2:14][CH:15]3[CH2:24][CH2:23][C:22]4[C:17](=[CH:18][CH:19]=[CH:20][CH:21]=4)[NH:16]3)[CH2:10][CH2:9]2)=[C:4]([O:25][CH3:26])[CH:3]=1.[C:27](Cl)(=[O:33])[CH2:28][CH2:29][CH2:30][CH2:31][CH3:32], predict the reaction product. The product is: [F:1][C:2]1[CH:7]=[CH:6][C:5]([N:8]2[CH2:9][CH2:10][N:11]([CH2:14][CH:15]3[CH2:24][CH2:23][C:22]4[C:17](=[CH:18][CH:19]=[CH:20][CH:21]=4)[N:16]3[C:27](=[O:33])[CH2:28][CH2:29][CH2:30][CH2:31][CH3:32])[CH2:12][CH2:13]2)=[C:4]([O:25][CH3:26])[CH:3]=1. (3) Given the reactants [CH3:1][C:2]1[CH:7]=[CH:6][C:5]([CH2:8][S:9]([NH2:12])(=[O:11])=[O:10])=[CH:4][CH:3]=1, predict the reaction product. The product is: [CH3:1][CH:2]1[CH2:7][CH2:6][CH:5]([CH2:8][S:9]([NH2:12])(=[O:11])=[O:10])[CH2:4][CH2:3]1. (4) The product is: [Cl:22][C:20]1[CH:19]=[CH:18][C:17]2[C:11]3([O:14][CH2:15][C:16]=2[CH:21]=1)[CH2:10][CH2:9][NH:8][CH2:13][CH2:12]3. Given the reactants C([N:8]1[CH2:13][CH2:12][C:11]2([C:17]3[CH:18]=[CH:19][C:20]([Cl:22])=[CH:21][C:16]=3[CH2:15][O:14]2)[CH2:10][CH2:9]1)C1C=CC=CC=1.ClC(OCCCl)=O, predict the reaction product. (5) Given the reactants O.[CH3:2][C:3]1([CH3:30])[O:8][CH2:7][CH:6]([CH2:9][O:10][C:11]2[C:16]([CH3:17])=[CH:15][N:14]=[C:13]([CH2:18][S:19][C:20]3[NH:24][C:23]4[CH:25]=[CH:26][CH:27]=[CH:28][C:22]=4[N:21]=3)[C:12]=2[CH3:29])[CH2:5][O:4]1.C(N(CC)C(C)C)(C)C.[O-]O.C1(C(C)C)C=CC=CC=1.C(=O)([O-])[OH:52].[Na+], predict the reaction product. The product is: [CH3:2][C:3]1([CH3:30])[O:4][CH2:5][CH:6]([CH2:9][O:10][C:11]2[C:16]([CH3:17])=[CH:15][N:14]=[C:13]([CH2:18][S:19]([C:20]3[NH:21][C:22]4[CH:28]=[CH:27][CH:26]=[CH:25][C:23]=4[N:24]=3)=[O:52])[C:12]=2[CH3:29])[CH2:7][O:8]1. (6) The product is: [C:1]([NH:5][S:7][S:8][S:9][CH2:10][CH2:11][CH2:12][CH2:13][CH2:14][CH2:15][S:16][S:17][S:18][NH:5][C:1]([CH3:4])([CH3:3])[CH3:2])([CH3:4])([CH3:3])[CH3:2]. Given the reactants [C:1]([NH2:5])([CH3:4])([CH3:3])[CH3:2].Cl[S:7][S:8][S:9][CH2:10][CH2:11][CH2:12][CH2:13][CH2:14][CH2:15][S:16][S:17][S:18]Cl, predict the reaction product.